From a dataset of Peptide-MHC class I binding affinity with 185,985 pairs from IEDB/IMGT. Regression. Given a peptide amino acid sequence and an MHC pseudo amino acid sequence, predict their binding affinity value. This is MHC class I binding data. The peptide sequence is VTDTALAYF. The MHC is HLA-B57:01 with pseudo-sequence HLA-B57:01. The binding affinity (normalized) is 0.0847.